Dataset: Reaction yield outcomes from USPTO patents with 853,638 reactions. Task: Predict the reaction yield, written as a fraction of the theoretical maximum amount of product (1.0 means a 100% yield; for example, 0.34 means a 34% yield). (1) The reactants are [Br:1][C:2]1[CH:3]=[CH:4][CH:5]=[C:6]2[C:11]=1[N:10]=[C:9](Cl)[N:8]([C:13]1[CH:14]=[N:15][CH:16]=[CH:17][CH:18]=1)[C:7]2=[O:19].[CH:20]([NH2:23])([CH3:22])[CH3:21]. No catalyst specified. The product is [Br:1][C:2]1[CH:3]=[CH:4][CH:5]=[C:6]2[C:11]=1[N:10]=[C:9]([NH:23][CH:20]([CH3:22])[CH3:21])[N:8]([C:13]1[CH:14]=[N:15][CH:16]=[CH:17][CH:18]=1)[C:7]2=[O:19]. The yield is 1.03. (2) The reactants are [CH3:1][Si:2]([CH3:11])([CH3:10])[CH2:3][CH2:4][S:5][CH2:6][C:7]([OH:9])=O.[NH2:12][C@@H:13]1[C@H:17]2[O:18][CH2:19][C@H:20]([NH:21][C:22]([CH:24]3[CH2:26][CH2:25]3)=[O:23])[C@H:16]2[O:15][CH2:14]1. No catalyst specified. The product is [CH3:10][Si:2]([CH3:1])([CH3:11])[CH2:3][CH2:4][S:5][CH2:6][C:7]([NH:12][C@@H:13]1[C@H:17]2[O:18][CH2:19][C@H:20]([NH:21][C:22]([CH:24]3[CH2:25][CH2:26]3)=[O:23])[C@H:16]2[O:15][CH2:14]1)=[O:9]. The yield is 0.344. (3) The yield is 0.440. The product is [Br:8][CH2:42][C:40]1[S:41][C:37]2[CH:36]=[C:35]([O:44][CH3:45])[C:34]([O:33][Si:26]([C:29]([CH3:32])([CH3:31])[CH3:30])([CH3:28])[CH3:27])=[CH:43][C:38]=2[N:39]=1. The catalyst is ClCCl. The reactants are C1C(=O)N([Br:8])C(=O)C1.CC(N=NC(C#N)(C)C)(C#N)C.C(Cl)(Cl)(Cl)Cl.[Si:26]([O:33][C:34]1[C:35]([O:44][CH3:45])=[CH:36][C:37]2[S:41][C:40]([CH3:42])=[N:39][C:38]=2[CH:43]=1)([C:29]([CH3:32])([CH3:31])[CH3:30])([CH3:28])[CH3:27].